Dataset: Full USPTO retrosynthesis dataset with 1.9M reactions from patents (1976-2016). Task: Predict the reactants needed to synthesize the given product. (1) Given the product [Br:1][C:2]1[C:3]([C:29]2[CH:34]=[CH:33][CH:32]=[C:31]([Cl:35])[C:30]=2[Cl:36])=[N:4][O:5][C:6]=1[C@@H:7]1[C@:12]([C:14]2[CH:19]=[CH:18][C:17]([F:20])=[C:16]([F:21])[CH:15]=2)([OH:13])[CH2:11][CH2:10][NH:9][CH2:8]1, predict the reactants needed to synthesize it. The reactants are: [Br:1][C:2]1[C:3]([C:29]2[CH:34]=[CH:33][CH:32]=[C:31]([Cl:35])[C:30]=2[Cl:36])=[N:4][O:5][C:6]=1[C@@H:7]1[C@:12]([C:14]2[CH:19]=[CH:18][C:17]([F:20])=[C:16]([F:21])[CH:15]=2)([OH:13])[CH2:11][CH2:10][N:9](C(OC(C)(C)C)=O)[CH2:8]1.Cl.O1CCOCC1. (2) Given the product [CH:33]1[C:32]([N:35]2[C:36](=[O:41])[CH2:37][O:38][CH2:39][CH2:40]2)=[CH:31][CH:30]=[C:29]([N:25]2[C:26](=[O:28])[O:27][C@@H:23]([CH2:22][NH:21][C:7]([C:5]3[S:6][C:2]([Cl:1])=[CH:3][CH:4]=3)=[O:9])[CH2:24]2)[CH:34]=1, predict the reactants needed to synthesize it. The reactants are: [Cl:1][C:2]1[S:6][C:5]([C:7]([OH:9])=O)=[CH:4][CH:3]=1.C1(C)C=CC(S(Cl)(=O)=O)=CC=1.[NH2:21][CH2:22][C@@H:23]1[O:27][C:26](=[O:28])[N:25]([C:29]2[CH:34]=[CH:33][C:32]([N:35]3[CH2:40][CH2:39][O:38][CH2:37][C:36]3=[O:41])=[CH:31][CH:30]=2)[CH2:24]1.O. (3) Given the product [CH2:1]([O:8][C:9](=[O:27])[C@@H:10]([NH:11][C:12]([O:14][C:15]([CH3:16])([CH3:18])[CH3:17])=[O:13])[CH2:19][C:20]1[CH:25]=[CH:24][C:23]([O:26][CH2:35][C:36]#[N:37])=[CH:22][CH:21]=1)[C:2]1[CH:7]=[CH:6][CH:5]=[CH:4][CH:3]=1, predict the reactants needed to synthesize it. The reactants are: [CH2:1]([O:8][C:9](=[O:27])[C@H:10]([CH2:19][C:20]1[CH:25]=[CH:24][C:23]([OH:26])=[CH:22][CH:21]=1)[NH:11][C:12]([O:14][C:15]([CH3:18])([CH3:17])[CH3:16])=[O:13])[C:2]1[CH:7]=[CH:6][CH:5]=[CH:4][CH:3]=1.C(=O)([O-])[O-].[Cs+].[Cs+].Cl[CH2:35][C:36]#[N:37]. (4) Given the product [CH2:59]([O:66][C:67](=[O:75])[CH2:68][C@@H:69]([NH:74][C:32](=[O:33])[CH2:31][CH2:30][CH2:29][CH2:28][CH2:27][CH2:26][CH2:25][O:24][CH2:23][C:22]1[CH:34]=[CH:35][CH:36]=[CH:37][C:21]=1[F:20])[CH2:70][N:71]([CH3:72])[CH3:73])[C:60]1[CH:65]=[CH:64][CH:63]=[CH:62][CH:61]=1, predict the reactants needed to synthesize it. The reactants are: C(O)CCCCCCCO.FC1C=CC=CC=1CBr.[F:20][C:21]1[CH:37]=[CH:36][CH:35]=[CH:34][C:22]=1[CH2:23][O:24][CH2:25][CH2:26][CH2:27][CH2:28][CH2:29][CH2:30][CH2:31][CH2:32][OH:33].FC1C=CC=CC=1COCCCCCCCC(O)=O.Cl.Cl.[CH2:59]([O:66][C:67](=[O:75])[CH2:68][C@@H:69]([NH2:74])[CH2:70][N:71]([CH3:73])[CH3:72])[C:60]1[CH:65]=[CH:64][CH:63]=[CH:62][CH:61]=1. (5) Given the product [CH2:42]([O:41][C:39]1[CH:38]=[C:26]([CH:25]=[C:24]([O:23][CH2:1][CH2:2][CH2:3][CH2:4][CH2:5][CH2:6][CH2:7][CH2:8][CH2:9][CH2:10][CH2:11][CH2:12][CH2:13][CH2:14][CH2:15][CH2:16][CH2:17][CH2:18][CH2:19][CH2:20][CH2:21][CH3:22])[CH:40]=1)[CH2:27][C:28]1[CH:35]=[C:34]([O:36][CH3:37])[CH:33]=[CH:32][C:29]=1[CH2:30][OH:31])[CH2:43][CH2:44][CH2:45][CH2:46][CH2:47][CH2:48][CH2:49][CH2:50][CH2:51][CH2:52][CH2:53][CH2:54][CH2:55][CH2:56][CH2:57][CH2:58][CH2:59][CH2:60][CH2:61][CH2:62][CH3:63], predict the reactants needed to synthesize it. The reactants are: [CH2:1]([O:23][C:24]1[CH:25]=[C:26]([CH:38]=[C:39]([O:41][CH2:42][CH2:43][CH2:44][CH2:45][CH2:46][CH2:47][CH2:48][CH2:49][CH2:50][CH2:51][CH2:52][CH2:53][CH2:54][CH2:55][CH2:56][CH2:57][CH2:58][CH2:59][CH2:60][CH2:61][CH2:62][CH3:63])[CH:40]=1)[CH2:27][C:28]1[CH:35]=[C:34]([O:36][CH3:37])[CH:33]=[CH:32][C:29]=1[CH:30]=[O:31])[CH2:2][CH2:3][CH2:4][CH2:5][CH2:6][CH2:7][CH2:8][CH2:9][CH2:10][CH2:11][CH2:12][CH2:13][CH2:14][CH2:15][CH2:16][CH2:17][CH2:18][CH2:19][CH2:20][CH2:21][CH3:22].[BH4-].[Na+].Cl. (6) Given the product [F:27][C:8]([F:7])([F:26])[C:9]1[CH:10]=[C:11]([C@H:19]2[O:23][C:22](=[O:24])[N:21]([CH2:29][C:30]3[C:35]([N:36]([CH2:39][C@H:40]4[CH2:45][CH2:44][C@H:43]([CH2:46][C:47]([O:49][CH2:50][CH3:51])=[O:48])[CH2:42][CH2:41]4)[CH2:37][CH3:38])=[CH:34][CH:33]=[CH:32][N:31]=3)[C@H:20]2[CH3:25])[CH:12]=[C:13]([C:15]([F:16])([F:17])[F:18])[CH:14]=1, predict the reactants needed to synthesize it. The reactants are: CC(C)([O-])C.[K+].[F:7][C:8]([F:27])([F:26])[C:9]1[CH:10]=[C:11]([C@H:19]2[O:23][C:22](=[O:24])[NH:21][C@H:20]2[CH3:25])[CH:12]=[C:13]([C:15]([F:18])([F:17])[F:16])[CH:14]=1.Cl[CH2:29][C:30]1[C:35]([N:36]([CH2:39][C@H:40]2[CH2:45][CH2:44][C@H:43]([CH2:46][C:47]([O:49][CH2:50][CH3:51])=[O:48])[CH2:42][CH2:41]2)[CH2:37][CH3:38])=[CH:34][CH:33]=[CH:32][N:31]=1.[NH4+].[Cl-]. (7) Given the product [C:1]([O:5][C:6]([N:8]([CH3:32])[CH2:9][CH2:10][CH:11]1[CH2:12][CH2:13][N:14]([C:17]([O:19][CH2:20][C:21]2[CH:26]=[C:25]([Cl:27])[CH:24]=[C:23]([Cl:28])[CH:22]=2)=[O:18])[CH2:15][CH2:16]1)=[O:7])([CH3:4])([CH3:2])[CH3:3], predict the reactants needed to synthesize it. The reactants are: [C:1]([O:5][C:6]([NH:8][CH2:9][CH2:10][CH:11]1[CH2:16][CH2:15][N:14]([C:17]([O:19][CH2:20][C:21]2[CH:26]=[C:25]([Cl:27])[CH:24]=[C:23]([Cl:28])[CH:22]=2)=[O:18])[CH2:13][CH2:12]1)=[O:7])([CH3:4])([CH3:3])[CH3:2].[H-].[Na+].I[CH3:32].